Dataset: Reaction yield outcomes from USPTO patents with 853,638 reactions. Task: Predict the reaction yield, written as a fraction of the theoretical maximum amount of product (1.0 means a 100% yield; for example, 0.34 means a 34% yield). The reactants are [H-].[Na+].[C:3]([N:7]1[C:11]([C:12]2[CH:17]=[CH:16][C:15]([O:18][CH3:19])=[CH:14][CH:13]=2)=[C:10]([C:20]2[S:21][CH:22]=[C:23]([CH:25]=O)[N:24]=2)[CH:9]=[N:8]1)([CH3:6])([CH3:5])[CH3:4].[OH2:27].[CH2:28]1[CH2:32][O:31][CH2:30][CH2:29]1. No catalyst specified. The product is [C:3]([N:7]1[C:11]([C:12]2[CH:13]=[CH:14][C:15]([O:18][CH3:19])=[CH:16][CH:17]=2)=[C:10]([C:20]2[S:21][CH:22]=[C:23](/[CH:25]=[CH:29]/[C:30]([O:31][CH2:32][CH3:28])=[O:27])[N:24]=2)[CH:9]=[N:8]1)([CH3:6])([CH3:5])[CH3:4]. The yield is 0.253.